From a dataset of Forward reaction prediction with 1.9M reactions from USPTO patents (1976-2016). Predict the product of the given reaction. (1) Given the reactants [H-].[Na+].[Br:3][C:4]1[C:9]([O:10][CH3:11])=[N:8][CH:7]=[C:6]2[NH:12][CH:13]=[CH:14][C:5]=12.Cl[CH2:16][O:17][CH2:18][CH2:19][Si:20]([CH3:23])([CH3:22])[CH3:21], predict the reaction product. The product is: [Br:3][C:4]1[C:9]([O:10][CH3:11])=[N:8][CH:7]=[C:6]2[N:12]([CH2:16][O:17][CH2:18][CH2:19][Si:20]([CH3:23])([CH3:22])[CH3:21])[CH:13]=[CH:14][C:5]=12. (2) The product is: [F:29][C:30]([F:39])([F:40])[C:31]1[CH:38]=[CH:37][C:34]([CH2:35][O:21][C:20]([NH:2][CH2:3][C:4]2[CH:5]=[C:6]([CH:17]=[CH:18][CH:19]=2)[CH2:7][C:8]2([C:13]([OH:15])=[O:14])[CH2:12][CH2:11][CH2:10][O:9]2)=[O:23])=[CH:33][CH:32]=1. Given the reactants [Cl-].[NH3+:2][CH2:3][C:4]1[CH:5]=[C:6]([CH:17]=[CH:18][CH:19]=1)[CH2:7][C:8]1([C:13]([O:15]C)=[O:14])[CH2:12][CH2:11][CH2:10][O:9]1.[C:20](=[O:23])([O-])[O-:21].[Cs+].[Cs+].C(=O)=O.[F:29][C:30]([F:40])([F:39])[C:31]1[CH:38]=[CH:37][C:34]([CH2:35]Br)=[CH:33][CH:32]=1, predict the reaction product.